From a dataset of Forward reaction prediction with 1.9M reactions from USPTO patents (1976-2016). Predict the product of the given reaction. (1) Given the reactants O1CCCC1.C(N(CC)CC)C.[C:13]([C:17]#[CH:18])([CH3:16])([CH3:15])[CH3:14].[CH3:19][C:20]1[CH:26]=[C:25](I)[C:24]([CH3:28])=[CH:23][C:21]=1[NH2:22], predict the reaction product. The product is: [CH3:19][C:20]1[CH:26]=[C:25]([C:18]#[C:17][C:13]([CH3:16])([CH3:15])[CH3:14])[C:24]([CH3:28])=[CH:23][C:21]=1[NH2:22]. (2) Given the reactants CCN(C(C)C)C(C)C.[N:10]1[CH:15]=[CH:14][CH:13]=[C:12]([N:16]2[CH:20]=[C:19]([C:21]([NH:23][CH2:24][C:25]([OH:27])=O)=[O:22])[N:18]=[N:17]2)[CH:11]=1.NC1C=NC=CC=1.C1C=CC2N(O)N=NC=2C=1.CCN=C=NCCCN(C)C.Cl.[CH3:57][C:58]1[CH:65]=[CH:64][C:61]([C:62]#[N:63])=[CH:60][C:59]=1[O:66][CH:67]1[CH2:72][CH2:71][NH:70][CH2:69][CH2:68]1.Cl.ClC1C=CC=CC=1OC1CCNCC1, predict the reaction product. The product is: [C:62]([C:61]1[CH:64]=[CH:65][C:58]([CH3:57])=[C:59]([CH:60]=1)[O:66][CH:67]1[CH2:68][CH2:69][N:70]([C:25](=[O:27])[CH2:24][NH:23][C:21]([C:19]2[N:18]=[N:17][N:16]([C:12]3[CH:11]=[N:10][CH:15]=[CH:14][CH:13]=3)[CH:20]=2)=[O:22])[CH2:71][CH2:72]1)#[N:63]. (3) Given the reactants ClC1C=CC=C(C(OO)=[O:9])C=1.[CH3:12][O:13][CH2:14][O:15][CH2:16][C:17]([CH3:19])=[CH2:18].C(=O)([O-])O.[Na+].O, predict the reaction product. The product is: [CH3:12][O:13][CH2:14][O:15][CH2:16][C:17]1([CH3:19])[CH2:18][O:9]1. (4) Given the reactants [O:1]=[C:2]1[N:7]2[CH:8]=[CH:9][CH:10]=[C:6]2[CH:5]=[C:4]([C:11]([O:13][CH3:14])=[O:12])[NH:3]1.[C:15]1(B(O)O)[CH:20]=[CH:19][CH:18]=[CH:17][CH:16]=1.N1C=CC=CC=1, predict the reaction product. The product is: [O:1]=[C:2]1[N:7]2[CH:8]=[CH:9][CH:10]=[C:6]2[CH:5]=[C:4]([C:11]([O:13][CH3:14])=[O:12])[N:3]1[C:15]1[CH:20]=[CH:19][CH:18]=[CH:17][CH:16]=1. (5) Given the reactants [CH3:1]C(C)([O-])C.[K+].O=[C:8]1[CH2:13][CH2:12][N:11]([C:14]([O:16][C:17]([CH3:20])([CH3:19])[CH3:18])=[O:15])[CH2:10][CH2:9]1.CCCCCC, predict the reaction product. The product is: [CH2:1]=[C:8]1[CH2:13][CH2:12][N:11]([C:14]([O:16][C:17]([CH3:20])([CH3:19])[CH3:18])=[O:15])[CH2:10][CH2:9]1. (6) Given the reactants [OH-:1].[K+].[Cl:3][C:4]1[CH:5]=[C:6]([OH:10])[CH:7]=[CH:8][CH:9]=1.F[C:12]1[CH:19]=[CH:18][C:15](C#N)=[CH:14][CH:13]=1.CN([CH:23]=[O:24])C, predict the reaction product. The product is: [Cl:3][C:4]1[CH:5]=[C:6]([CH:7]=[CH:8][CH:9]=1)[O:10][C:12]1[CH:19]=[CH:18][C:15]([C:23]([OH:24])=[O:1])=[CH:14][CH:13]=1.